From a dataset of TCR-epitope binding with 47,182 pairs between 192 epitopes and 23,139 TCRs. Binary Classification. Given a T-cell receptor sequence (or CDR3 region) and an epitope sequence, predict whether binding occurs between them. (1) Result: 1 (the TCR binds to the epitope). The epitope is RLRAEAQVK. The TCR CDR3 sequence is CASSLGEGHMNTEAFF. (2) The epitope is KLGGALQAK. The TCR CDR3 sequence is CASSLEVGESLHF. Result: 1 (the TCR binds to the epitope). (3) The epitope is RISNCVADY. The TCR CDR3 sequence is CASSPSLGRLAEQFF. Result: 1 (the TCR binds to the epitope). (4) The epitope is HSKKKCDEL. The TCR CDR3 sequence is CASRALDITLGNVLTF. Result: 0 (the TCR does not bind to the epitope). (5) The epitope is VVYRGTTTY. The TCR CDR3 sequence is CGASYEQYF. Result: 1 (the TCR binds to the epitope). (6) The epitope is LSDDAVVCFNSTY. The TCR CDR3 sequence is CASSLEGSYEQYF. Result: 0 (the TCR does not bind to the epitope). (7) The epitope is LEPLVDLPI. The TCR CDR3 sequence is CASSQVQGPQYEQYF. Result: 1 (the TCR binds to the epitope).